This data is from Full USPTO retrosynthesis dataset with 1.9M reactions from patents (1976-2016). The task is: Predict the reactants needed to synthesize the given product. (1) Given the product [C:23]([C:19]1[CH:18]=[C:17]([C:4]2[NH:5][CH:6]=[C:2]([C:41]3[CH2:42][CH2:43][N:44]4[C@H:39]([CH:40]=3)[CH2:38][C@@H:37]([C:31]3[CH:32]=[CH:33][CH:34]=[CH:35][CH:36]=3)[CH2:45]4)[C:3]=2[C:25]2[CH:30]=[CH:29][N:28]=[CH:27][CH:26]=2)[CH:22]=[CH:21][CH:20]=1)#[N:24], predict the reactants needed to synthesize it. The reactants are: Br[C:2]1[C:3]([C:25]2[CH:30]=[CH:29][N:28]=[CH:27][CH:26]=2)=[C:4]([C:17]2[CH:22]=[CH:21][CH:20]=[C:19]([C:23]#[N:24])[CH:18]=2)[N:5]([Si](C(C)C)(C(C)C)C(C)C)[CH:6]=1.[C:31]1([C@H:37]2[CH2:45][N:44]3[C@H:39]([CH2:40][C:41](=O)[CH2:42][CH2:43]3)[CH2:38]2)[CH:36]=[CH:35][CH:34]=[CH:33][CH:32]=1.C(N)(C)C. (2) Given the product [C:25]([C:24]1[C:23](=[O:28])[O:29][C:30]2[C:3]([CH:1]=1)=[CH:4][CH:5]=[C:6]([N:9]1[CH2:10][CH2:11][N:12]([C:15]([O:17][C:18]([CH3:21])([CH3:20])[CH3:19])=[O:16])[CH2:13][CH2:14]1)[CH:31]=2)(=[O:26])[CH3:27], predict the reactants needed to synthesize it. The reactants are: [CH:1]([C:3]1C=C[C:6]([N:9]2[CH2:14][CH2:13][N:12]([C:15]([O:17][C:18]([CH3:21])([CH3:20])[CH3:19])=[O:16])[CH2:11][CH2:10]2)=[CH:5][C:4]=1O)=O.[C:23]([O:29][CH2:30][CH3:31])(=[O:28])[CH2:24][C:25]([CH3:27])=[O:26].CC(O)=O.N1CCCCC1.